From a dataset of Experimentally validated miRNA-target interactions with 360,000+ pairs, plus equal number of negative samples. Binary Classification. Given a miRNA mature sequence and a target amino acid sequence, predict their likelihood of interaction. (1) The miRNA is cel-miR-229-5p with sequence AAUGACACUGGUUAUCUUUUCCAUCG. The protein sequence of the target gene is MLWVLVGAVLPVMLLAAPPPINKLALFPDKSAWCEAKNITQIVGHSGCEAKSIQNRACLGQCFSYSVPNTFPQSTESLVHCDSCMPAQSMWEIVTLECPGHEEVPRVDKLVEKIVHCSCQACGKEPSHEGLNVYVQGEDSPGSQPGPHSHAHPHPGGQTPEPEEPPGAPQVEEEGAED. Result: 0 (no interaction). (2) The miRNA is hsa-miR-548x-5p with sequence UGCAAAAGUAAUUGCAGUUUUUG. The protein sequence of the target gene is MGNCLQRTTRWQLDMQETPWNLRLSAKGRTCRYFRGWSCCHSVEGCSCLPWKNIRTFKARQESPKQNEGMTSAPVQDNANETYTEELCYILVDHEAVRGRPSVNPAEGFYENISNKAERHKESSRGTETEYSVLRFPSPPQPLPSTDDEYELLMPSRFSSHAFQQPRPLTTPYETHFSYPQ. Result: 0 (no interaction). (3) The miRNA is cel-miR-800-3p with sequence GCCAAACUCGGAAAUUGUCUGC. The protein sequence of the target gene is MREYKVVVLGSGGVGKSALTVQFVTGTFIEKYDPTIEDFYRKEIEVDSSPSVLEILDTAGTEQFASMRDLYIKNGQGFILVYSLVNQQSFQDIKPMRDQIIRVKRYEKVPVILVGNKVDLESEREVSSSEGRALAEEWGCPFMETSAKSKTMVDELFAEIVRQMNYAAQPDKDDPCCSACNIQ. Result: 0 (no interaction). (4) The miRNA is hsa-miR-4779 with sequence UAGGAGGGAAUAGUAAAAGCAG. The protein sequence of the target gene is MGMSNLTRLSEFILLGLSSRSEDQRPLFALFLIIYLVTLMGNLLIILAIHSDPRLQNPMYFFLSILSFADICYTTVIVPKMLVNFLSEKKTISYAECLAQMYFFLVFGNIDSYLLAAMAINRCVAICNPFHYVTVMNRRCCVLLLAFPITFSYFHSLLHVLLVNRLTFCTSNVIHHFFCDVNPVLKLSCSSTFVNEIVAMTEGLASVMAPFVCIIISYLRILIAVLKIPSAAGKHKAFSTCSSHLTVVILFYGSISYVYLQPLSSYTVKDRIATINYTVLTSVLNPFIYSLRNKDMKRGL.... Result: 0 (no interaction). (5) The miRNA is mmu-miR-25-3p with sequence CAUUGCACUUGUCUCGGUCUGA. The protein sequence of the target gene is MLCDEKAQKRRKRKAKESGMALPQGHLTFRDVAIEFSQAEWKCLDPAQRALYKDVMLENYRNLVSLGISLPDLNINSMLEQRREPWSGESEVKIAKNSDGRECIKGVNTGSSYALGSNAEDKPIKKQLGVSFHLHLSELELFPDERVINGCNQVENFINHSSSVSCLQEMSSSVKTPIFNRNDFDDSSFLPQEQKVHLREKPYECNEHSKVFRVSSSLTKHQVIHTVEKPYKCNSCGKVFSRNSHLAEHCRIHTGEKPYKCNVCGKVFSYNSNFARHQRIHTREKPYECNECGKVFSNNS.... Result: 0 (no interaction). (6) The miRNA is rno-miR-22-5p with sequence AGUUCUUCAGUGGCAAGCUUUA. The protein sequence of the target gene is MDTQKDVQPPKQQPMIYICGECHTENEIKSRDPIRCRECGYRIMYKKRTKRLVVFDAR. Result: 0 (no interaction). (7) The miRNA is hsa-miR-5696 with sequence CUCAUUUAAGUAGUCUGAUGCC. The protein sequence of the target gene is MESQCDYSMYFPAVPLPPRAELTGDPGRYRALPRRNHLYLGETVRFLLVLRCRGSVGAGVGGGAGLASRGAWTELATSLAALASVSAGGALPGCGSAGDQDADPPGGGDPGGGGLFRGCSPLLTHGQGPATSGGATTLPVEEPIVSTDEVIFPLTVSLDRLPPGTPKAKIVVTVWKREVEAPEVRDQGYLRLLQTRSPGETFRGEQSAFKAQVSTLLTLLPPPVLKCRQFTVAGKHLTVLKVLNSSSQEEISIWDIRILPNFNASYLPVMPDGSVLLVDNVCHQSGEVSMGSFCRLPGTS.... Result: 0 (no interaction).